From a dataset of Reaction yield outcomes from USPTO patents with 853,638 reactions. Predict the reaction yield, written as a fraction of the theoretical maximum amount of product (1.0 means a 100% yield; for example, 0.34 means a 34% yield). (1) The reactants are [I:1][C:2]1[C:3]([CH2:11][OH:12])=[CH:4][C:5]2[O:9][CH2:8][O:7][C:6]=2[CH:10]=1.C1C=C[NH+]=CC=1.[O-][Cr](Cl)(=O)=O. The catalyst is C(Cl)Cl. The product is [I:1][C:2]1[C:3]([CH:11]=[O:12])=[CH:4][C:5]2[O:9][CH2:8][O:7][C:6]=2[CH:10]=1. The yield is 0.770. (2) The reactants are [N:1]1[CH:6]=[CH:5][CH:4]=[CH:3][C:2]=1B(O)O.Br[C:11]1[N:19]=[CH:18][C:17]2[NH:16][C:15]3[N:20]=[CH:21][C:22]([C:24]4[CH:29]=[CH:28][C:27]([CH2:30][N:31]5[CH2:36][CH2:35][CH:34]([C:37]([F:40])([F:39])[F:38])[CH2:33][CH2:32]5)=[CH:26][CH:25]=4)=[CH:23][C:14]=3[C:13]=2[CH:12]=1. The catalyst is C(#N)C.C(=O)([O-])[O-].[Na+].[Na+]. The product is [N:1]1[CH:6]=[CH:5][CH:4]=[C:3]([C:11]2[N:19]=[CH:18][C:17]3[NH:16][C:15]4[N:20]=[CH:21][C:22]([C:24]5[CH:25]=[CH:26][C:27]([CH2:30][N:31]6[CH2:32][CH2:33][CH:34]([C:37]([F:38])([F:40])[F:39])[CH2:35][CH2:36]6)=[CH:28][CH:29]=5)=[CH:23][C:14]=4[C:13]=3[CH:12]=2)[CH:2]=1. The yield is 0.110. (3) The reactants are [Cl:1][C:2]1[CH:7]=[CH:6][C:5]([NH:8][C:9](N2C=CN=C2)=[O:10])=[C:4]([C:16](=[O:24])[C:17]2[CH:22]=[CH:21][C:20]([F:23])=[CH:19][CH:18]=2)[CH:3]=1.[F:25][C:26]([F:30])([F:29])[CH2:27][NH2:28]. The catalyst is C1COCC1. The product is [Cl:1][C:2]1[CH:3]=[C:4]2[C:5](=[CH:6][CH:7]=1)[NH:8][C:9](=[O:10])[N:28]([CH2:27][C:26]([F:30])([F:29])[F:25])[C:16]2([C:17]1[CH:22]=[CH:21][C:20]([F:23])=[CH:19][CH:18]=1)[OH:24]. The yield is 0.920. (4) The reactants are O[CH2:2][C:3]1[CH:19]=[CH:18][C:6]([O:7][C:8]2[CH:9]=[C:10]([C:16]#[N:17])[C:11](=[CH:14][CH:15]=2)[C:12]#[N:13])=[CH:5][CH:4]=1.C(N(CC)CC)C.[CH3:27][S:28](Cl)(=[O:30])=[O:29]. The catalyst is C(Cl)Cl. The product is [CH3:27][S:28]([CH2:2][C:3]1[CH:19]=[CH:18][C:6]([O:7][C:8]2[CH:9]=[C:10]([C:16]#[N:17])[C:11](=[CH:14][CH:15]=2)[C:12]#[N:13])=[CH:5][CH:4]=1)(=[O:30])=[O:29]. The yield is 0.920. (5) The reactants are [Cl:1][C:2]1[CH:3]=[C:4]2[C:20]([CH3:21])=[C:19]([CH3:22])[NH:18][C:5]2=[C:6]([N:8]([CH2:10][C:11]2[CH:16]=[CH:15][C:14]([F:17])=[CH:13][CH:12]=2)[CH3:9])[N:7]=1.[F:23][C:24]1[CH:25]=[C:26]([CH:29]=[CH:30][CH:31]=1)[CH2:27]Cl. No catalyst specified. The product is [Cl:1][C:2]1[CH:3]=[C:4]2[C:20]([CH3:21])=[C:19]([CH3:22])[N:18]([CH2:27][C:26]3[CH:29]=[CH:30][CH:31]=[C:24]([F:23])[CH:25]=3)[C:5]2=[C:6]([N:8]([CH2:10][C:11]2[CH:12]=[CH:13][C:14]([F:17])=[CH:15][CH:16]=2)[CH3:9])[N:7]=1. The yield is 0.690. (6) The reactants are [H-].[Na+].[CH3:3][O:4][C:5](=[O:30])[C:6]1[CH:28]=[CH:27][C:26]([OH:29])=[C:8]([C:9]([NH:11][C:12]2[CH:17]=[C:16]([C:18]([F:21])([F:20])[F:19])[CH:15]=[C:14]([C:22]([F:25])([F:24])[F:23])[CH:13]=2)=[O:10])[CH:7]=1.[CH2:31](Br)[C:32]1[CH:37]=[CH:36][CH:35]=[CH:34][CH:33]=1.O. The catalyst is CCCCCC.CN(C)C=O. The product is [CH3:3][O:4][C:5](=[O:30])[C:6]1[CH:28]=[CH:27][C:26]([O:29][CH2:31][C:32]2[CH:37]=[CH:36][CH:35]=[CH:34][CH:33]=2)=[C:8]([C:9]([NH:11][C:12]2[CH:17]=[C:16]([C:18]([F:21])([F:19])[F:20])[CH:15]=[C:14]([C:22]([F:23])([F:24])[F:25])[CH:13]=2)=[O:10])[CH:7]=1. The yield is 0.541. (7) The reactants are [CH3:1][C:2]1[C:9]([C:10]2[S:11][C:12]([C:21]([NH2:23])=O)=[C:13]([C:15]3[CH:20]=[CH:19][CH:18]=[CH:17][CH:16]=3)[N:14]=2)=[C:5]2[S:6][CH:7]=[CH:8][N:4]2[N:3]=1.O.[NH2:25][NH2:26].[C:27]([OH:30])(=[O:29])[CH3:28]. The catalyst is COC(OC)(N(C)C)C. The product is [C:27]([OH:30])(=[O:29])[CH3:28].[CH3:1][C:2]1[C:9]([C:10]2[S:11][C:12]([C:21]3[NH:23][C:27]([CH3:28])=[N:26][N:25]=3)=[C:13]([C:15]3[CH:20]=[CH:19][CH:18]=[CH:17][CH:16]=3)[N:14]=2)=[C:5]2[S:6][CH:7]=[CH:8][N:4]2[N:3]=1. The yield is 0.700. (8) The reactants are [Cl:1][C:2]1[CH:7]=[CH:6][C:5]([N:8]=[C:9]=[O:10])=[CH:4][C:3]=1[C:11]([F:14])([F:13])[F:12].[CH3:15][NH:16][C:17]([C:19]1[CH:24]=[C:23]([O:25][C:26]2[CH:32]=[CH:31][C:29]([NH2:30])=[CH:28][CH:27]=2)[CH:22]=[CH:21][N:20]=1)=[O:18]. The catalyst is C(Cl)Cl. The product is [Cl:1][C:2]1[CH:7]=[CH:6][C:5]([NH:8][C:9]([NH:30][C:29]2[CH:28]=[CH:27][C:26]([O:25][C:23]3[CH:22]=[CH:21][N:20]=[C:19]([C:17](=[O:18])[NH:16][CH3:15])[CH:24]=3)=[CH:32][CH:31]=2)=[O:10])=[CH:4][C:3]=1[C:11]([F:12])([F:13])[F:14]. The yield is 0.930. (9) The reactants are [CH2:1]([N:8]1[CH2:13][CH2:12][N:11]2[N:14]=[C:15]([C:17]3[CH:22]=[CH:21][C:20]([F:23])=[CH:19][CH:18]=3)[CH:16]=[C:10]2[C:9]1=O)[C:2]1[CH:7]=[CH:6][CH:5]=[CH:4][CH:3]=1.[H-].[H-].[H-].[H-].[Li+].[Al+3]. The catalyst is C1COCC1. The product is [CH2:1]([N:8]1[CH2:13][CH2:12][N:11]2[N:14]=[C:15]([C:17]3[CH:18]=[CH:19][C:20]([F:23])=[CH:21][CH:22]=3)[CH:16]=[C:10]2[CH2:9]1)[C:2]1[CH:7]=[CH:6][CH:5]=[CH:4][CH:3]=1. The yield is 0.770. (10) The reactants are Br[C:2]1[CH:11]=[CH:10][C:5]([C:6]([O:8][CH3:9])=[O:7])=[C:4]([F:12])[CH:3]=1.[C:13]1(B(O)O)[CH:18]=[CH:17][CH:16]=[CH:15][CH:14]=1.[F-].[Cs+].CN(C=O)C. The catalyst is CC([O-])=O.CC([O-])=O.[Pd+2].O. The product is [F:12][C:4]1[CH:3]=[C:2]([C:13]2[CH:18]=[CH:17][CH:16]=[CH:15][CH:14]=2)[CH:11]=[CH:10][C:5]=1[C:6]([O:8][CH3:9])=[O:7]. The yield is 0.960.